This data is from Full USPTO retrosynthesis dataset with 1.9M reactions from patents (1976-2016). The task is: Predict the reactants needed to synthesize the given product. (1) Given the product [Cl:1][C:2]1[CH:7]=[C:6]([F:8])[C:5]([C:9]2[N:10]([C:14]([F:16])([F:17])[F:15])[N:11]=[N:12][CH:13]=2)=[CH:4][CH:3]=1, predict the reactants needed to synthesize it. The reactants are: [Cl:1][C:2]1[CH:7]=[C:6]([F:8])[C:5]([C:9]2[N:10]([C:14]([F:17])([F:16])[F:15])[N:11]=[N:12][CH:13]=2)=[CH:4][C:3]=1SC.ClC1C=C(F)C(C2N(C(F)(F)F)N=NC=2)=CC=1S. (2) Given the product [C:1]([NH:9][C@@H:10]([CH2:16][C:17]1[CH:18]=[CH:19][CH:20]=[CH:21][CH:22]=1)[C:11]([O:13][CH2:14][CH3:15])=[O:12])(=[O:6])[CH2:2][CH2:3][CH2:4][CH3:5], predict the reactants needed to synthesize it. The reactants are: [C:1](Cl)(=[O:6])[CH2:2][CH2:3][CH2:4][CH3:5].Cl.[NH2:9][C@@H:10]([CH2:16][C:17]1[CH:22]=[CH:21][CH:20]=[CH:19][CH:18]=1)[C:11]([O:13][CH2:14][CH3:15])=[O:12].C(N(CC)CC)C. (3) Given the product [CH3:2][N:3]1[C:12]2[CH:11]=[CH:10][CH:9]=[C:8]3[C@@H:13]4[CH2:18][N:17]([C:19]([O:21][CH2:22][CH3:23])=[O:20])[CH2:16][CH2:15][C@@H:14]4[N:6]([C:7]=23)[CH2:5][CH2:4]1, predict the reactants needed to synthesize it. The reactants are: B.[CH3:2][N:3]1[C:12]2[CH:11]=[CH:10][CH:9]=[C:8]3[C@@H:13]4[CH2:18][N:17]([C:19]([O:21][CH2:22][CH3:23])=[O:20])[CH2:16][CH2:15][C@@H:14]4[N:6]([C:7]=23)[CH2:5][C:4]1=O.Cl.